Dataset: NCI-60 drug combinations with 297,098 pairs across 59 cell lines. Task: Regression. Given two drug SMILES strings and cell line genomic features, predict the synergy score measuring deviation from expected non-interaction effect. (1) Drug 1: C1CCC(C1)C(CC#N)N2C=C(C=N2)C3=C4C=CNC4=NC=N3. Drug 2: C1=CC(=CC=C1C#N)C(C2=CC=C(C=C2)C#N)N3C=NC=N3. Cell line: HS 578T. Synergy scores: CSS=1.58, Synergy_ZIP=3.29, Synergy_Bliss=8.67, Synergy_Loewe=1.26, Synergy_HSA=2.45. (2) Drug 1: C1=CC(=CC=C1C#N)C(C2=CC=C(C=C2)C#N)N3C=NC=N3. Drug 2: CC1CCCC2(C(O2)CC(NC(=O)CC(C(C(=O)C(C1O)C)(C)C)O)C(=CC3=CSC(=N3)C)C)C. Cell line: SF-539. Synergy scores: CSS=55.5, Synergy_ZIP=6.65, Synergy_Bliss=6.78, Synergy_Loewe=-22.0, Synergy_HSA=3.35. (3) Drug 1: CC1CCC2CC(C(=CC=CC=CC(CC(C(=O)C(C(C(=CC(C(=O)CC(OC(=O)C3CCCCN3C(=O)C(=O)C1(O2)O)C(C)CC4CCC(C(C4)OC)O)C)C)O)OC)C)C)C)OC. Drug 2: CC1C(C(CC(O1)OC2CC(CC3=C2C(=C4C(=C3O)C(=O)C5=C(C4=O)C(=CC=C5)OC)O)(C(=O)CO)O)N)O.Cl. Cell line: SF-268. Synergy scores: CSS=38.9, Synergy_ZIP=2.66, Synergy_Bliss=2.27, Synergy_Loewe=3.78, Synergy_HSA=4.15. (4) Drug 1: CC1=C2C(C(=O)C3(C(CC4C(C3C(C(C2(C)C)(CC1OC(=O)C(C(C5=CC=CC=C5)NC(=O)OC(C)(C)C)O)O)OC(=O)C6=CC=CC=C6)(CO4)OC(=O)C)OC)C)OC. Drug 2: CCC1(CC2CC(C3=C(CCN(C2)C1)C4=CC=CC=C4N3)(C5=C(C=C6C(=C5)C78CCN9C7C(C=CC9)(C(C(C8N6C)(C(=O)OC)O)OC(=O)C)CC)OC)C(=O)OC)O.OS(=O)(=O)O. Cell line: KM12. Synergy scores: CSS=74.9, Synergy_ZIP=6.76, Synergy_Bliss=5.70, Synergy_Loewe=8.24, Synergy_HSA=10.7. (5) Drug 1: CC1OCC2C(O1)C(C(C(O2)OC3C4COC(=O)C4C(C5=CC6=C(C=C35)OCO6)C7=CC(=C(C(=C7)OC)O)OC)O)O. Drug 2: C1=CC=C(C(=C1)C(C2=CC=C(C=C2)Cl)C(Cl)Cl)Cl. Cell line: SK-MEL-5. Synergy scores: CSS=14.0, Synergy_ZIP=-8.87, Synergy_Bliss=-3.31, Synergy_Loewe=-14.1, Synergy_HSA=-4.29. (6) Drug 1: CC1C(C(CC(O1)OC2CC(CC3=C2C(=C4C(=C3O)C(=O)C5=C(C4=O)C(=CC=C5)OC)O)(C(=O)C)O)N)O.Cl. Drug 2: C1=NNC2=C1C(=O)NC=N2. Cell line: MCF7. Synergy scores: CSS=12.6, Synergy_ZIP=-9.65, Synergy_Bliss=-5.93, Synergy_Loewe=-21.3, Synergy_HSA=-5.85.